The task is: Regression. Given two drug SMILES strings and cell line genomic features, predict the synergy score measuring deviation from expected non-interaction effect.. This data is from NCI-60 drug combinations with 297,098 pairs across 59 cell lines. (1) Drug 1: C1=NC2=C(N1)C(=S)N=C(N2)N. Drug 2: C1=CC(=CC=C1C#N)C(C2=CC=C(C=C2)C#N)N3C=NC=N3. Cell line: UO-31. Synergy scores: CSS=24.9, Synergy_ZIP=-1.12, Synergy_Bliss=-1.66, Synergy_Loewe=-3.69, Synergy_HSA=-0.101. (2) Drug 1: C1=CC(=CC=C1C#N)C(C2=CC=C(C=C2)C#N)N3C=NC=N3. Drug 2: CC1=C(N=C(N=C1N)C(CC(=O)N)NCC(C(=O)N)N)C(=O)NC(C(C2=CN=CN2)OC3C(C(C(C(O3)CO)O)O)OC4C(C(C(C(O4)CO)O)OC(=O)N)O)C(=O)NC(C)C(C(C)C(=O)NC(C(C)O)C(=O)NCCC5=NC(=CS5)C6=NC(=CS6)C(=O)NCCC[S+](C)C)O. Cell line: SK-MEL-2. Synergy scores: CSS=51.1, Synergy_ZIP=2.87, Synergy_Bliss=3.20, Synergy_Loewe=-2.10, Synergy_HSA=6.88. (3) Drug 1: CC(C1=C(C=CC(=C1Cl)F)Cl)OC2=C(N=CC(=C2)C3=CN(N=C3)C4CCNCC4)N. Drug 2: C1=C(C(=O)NC(=O)N1)N(CCCl)CCCl. Cell line: OVCAR3. Synergy scores: CSS=22.4, Synergy_ZIP=7.58, Synergy_Bliss=8.99, Synergy_Loewe=5.80, Synergy_HSA=6.89. (4) Drug 1: C1C(C(OC1N2C=NC3=C(N=C(N=C32)Cl)N)CO)O. Drug 2: CC1=C(C(=CC=C1)Cl)NC(=O)C2=CN=C(S2)NC3=CC(=NC(=N3)C)N4CCN(CC4)CCO. Cell line: HOP-62. Synergy scores: CSS=35.5, Synergy_ZIP=-1.53, Synergy_Bliss=0.670, Synergy_Loewe=-9.36, Synergy_HSA=-0.775. (5) Drug 1: C1CN1P(=S)(N2CC2)N3CC3. Drug 2: C1=CN(C=N1)CC(O)(P(=O)(O)O)P(=O)(O)O. Cell line: 786-0. Synergy scores: CSS=7.04, Synergy_ZIP=-2.62, Synergy_Bliss=1.41, Synergy_Loewe=-4.40, Synergy_HSA=-0.809. (6) Cell line: HCT116. Synergy scores: CSS=69.4, Synergy_ZIP=3.77, Synergy_Bliss=2.27, Synergy_Loewe=0.303, Synergy_HSA=7.16. Drug 1: C1=C(C(=O)NC(=O)N1)F. Drug 2: C1CC(CNC1)C2=CC=C(C=C2)N3C=C4C=CC=C(C4=N3)C(=O)N. (7) Drug 1: C1=C(C(=O)NC(=O)N1)N(CCCl)CCCl. Drug 2: C1C(C(OC1N2C=NC3=C(N=C(N=C32)Cl)N)CO)O. Cell line: TK-10. Synergy scores: CSS=0.416, Synergy_ZIP=-4.25, Synergy_Bliss=-3.37, Synergy_Loewe=-5.29, Synergy_HSA=-4.76. (8) Cell line: OVCAR-8. Synergy scores: CSS=-8.01, Synergy_ZIP=4.32, Synergy_Bliss=2.13, Synergy_Loewe=-5.37, Synergy_HSA=-5.49. Drug 1: CC1=C(C=C(C=C1)NC(=O)C2=CC=C(C=C2)CN3CCN(CC3)C)NC4=NC=CC(=N4)C5=CN=CC=C5. Drug 2: CC(C)NC(=O)C1=CC=C(C=C1)CNNC.Cl.